Dataset: Catalyst prediction with 721,799 reactions and 888 catalyst types from USPTO. Task: Predict which catalyst facilitates the given reaction. (1) Reactant: [CH2:1]([SH:8])[C:2]1[CH:7]=[CH:6][CH:5]=[CH:4][CH:3]=1.Cl[C:10]1[CH:19]=[C:18]([Cl:20])[CH:17]=[C:16]2[C:11]=1[CH:12]=[CH:13][CH:14]=[N:15]2.C(=O)([O-])[O-].[Cs+].[Cs+]. Product: [CH2:1]([S:8][C:10]1[CH:19]=[C:18]([Cl:20])[CH:17]=[C:16]2[C:11]=1[CH:12]=[CH:13][CH:14]=[N:15]2)[C:2]1[CH:7]=[CH:6][CH:5]=[CH:4][CH:3]=1. The catalyst class is: 3. (2) Reactant: Br.Br[CH2:3][C:4]([C:6]1[CH:7]=[N:8][CH:9]=[CH:10][CH:11]=1)=O.[OH:12][C:13]1[CH:18]=[CH:17][C:16]([NH:19][C:20]([NH2:22])=[S:21])=[CH:15][CH:14]=1.N. Product: [N:8]1[CH:9]=[CH:10][CH:11]=[C:6]([C:4]2[N:22]=[C:20]([NH:19][C:16]3[CH:17]=[CH:18][C:13]([OH:12])=[CH:14][CH:15]=3)[S:21][CH:3]=2)[CH:7]=1. The catalyst class is: 88. (3) Reactant: [C:1]([NH:4][C:5]([CH2:16][CH2:17][C:18]1[CH:23]=[CH:22][C:21]([S:24][C:25]2[CH:30]=[CH:29][C:28]([C:31]3[N:32]=[C:33]([CH3:36])[O:34][CH:35]=3)=[CH:27][CH:26]=2)=[CH:20][CH:19]=1)([C:11](OCC)=[O:12])[C:6](OCC)=[O:7])(=[O:3])[CH3:2].OP([O-])([O-])=O.[K+].[K+].[BH4-].[Na+].[OH-].[Na+]. Product: [OH:12][CH2:11][C:5]([NH:4][C:1](=[O:3])[CH3:2])([CH2:6][OH:7])[CH2:16][CH2:17][C:18]1[CH:19]=[CH:20][C:21]([S:24][C:25]2[CH:30]=[CH:29][C:28]([C:31]3[N:32]=[C:33]([CH3:36])[O:34][CH:35]=3)=[CH:27][CH:26]=2)=[CH:22][CH:23]=1. The catalyst class is: 88. (4) Reactant: C(O[CH:5]([CH2:21]N1CCN(C)CC1)[CH2:6][O:7][C:8]1[CH:17]=[C:16]2[C:11]([C:12]([Cl:18])=[N:13][CH:14]=[N:15]2)=[CH:10][C:9]=1[O:19][CH3:20])(=O)C.[Cl:29][C:30]1[CH:36]=[CH:35][C:33]([NH2:34])=[C:32]([F:37])[CH:31]=1. Product: [ClH:18].[CH2:6]([O:7][C:8]1[CH:17]=[C:16]2[C:11]([C:12]([NH:34][C:33]3[CH:35]=[CH:36][C:30]([Cl:29])=[CH:31][C:32]=3[F:37])=[N:13][CH:14]=[N:15]2)=[CH:10][C:9]=1[O:19][CH3:20])[C:5]1[CH:21]=[CH:10][CH:9]=[CH:8][CH:17]=1. The catalyst class is: 41. (5) Product: [C:20]([NH:1][C:2]1[CH:11]=[C:10]([Cl:12])[C:9]([I:13])=[CH:8][C:3]=1[C:4]([O:6][CH3:7])=[O:5])(=[O:22])[CH3:21]. The catalyst class is: 4. Reactant: [NH2:1][C:2]1[CH:11]=[C:10]([Cl:12])[C:9]([I:13])=[CH:8][C:3]=1[C:4]([O:6][CH3:7])=[O:5].N1C=CC=CC=1.[C:20](Cl)(=[O:22])[CH3:21]. (6) Reactant: [CH3:1][C:2]1[CH:3]=[CH:4][C:5]([S:9][C:10]2[CH:11]=[CH:12][CH:13]=[CH:14][C:15]=2[N:16]2[CH2:21][CH2:20][NH:19][CH2:18][CH2:17]2)=[C:6]([CH3:8])[CH:7]=1.[OH:22][C:23]1[C:24]([C:33]([OH:35])=[O:34])=[CH:25][C:26]2[C:31]([CH:32]=1)=[CH:30][CH:29]=[CH:28][CH:27]=2. The catalyst class is: 194. Product: [CH3:1][C:2]1[CH:3]=[CH:4][C:5]([S:9][C:10]2[CH:11]=[CH:12][CH:13]=[CH:14][C:15]=2[N:16]2[CH2:17][CH2:18][NH:19][CH2:20][CH2:21]2)=[C:6]([CH3:8])[CH:7]=1.[OH:22][C:23]1[C:24]([C:33]([O-:35])=[O:34])=[CH:25][C:26]2[C:31]([CH:32]=1)=[CH:30][CH:29]=[CH:28][CH:27]=2. (7) Reactant: O[CH2:2][C:3]1[N:7]([C:8]2[CH:9]=[C:10]([C:14]3[CH2:20][C:19](=[O:21])[NH:18][C:17]4[CH:22]=[C:23]([C:32]([F:35])([F:34])[F:33])[C:24]([N:26]([CH2:28][CH:29]([CH3:31])[CH3:30])[CH3:27])=[CH:25][C:16]=4[N:15]=3)[CH:11]=[CH:12][CH:13]=2)[N:6]=[N:5][CH:4]=1.S(Cl)(Cl)=O.[Cl-].[CH:41]([NH:44][CH3:45])([CH3:43])[CH3:42]. Product: [CH2:28]([N:26]([CH3:27])[C:24]1[C:23]([C:32]([F:34])([F:33])[F:35])=[CH:22][C:17]2[NH:18][C:19](=[O:21])[CH2:20][C:14]([C:10]3[CH:11]=[CH:12][CH:13]=[C:8]([N:7]4[C:3]([CH2:2][N:44]([CH:41]([CH3:43])[CH3:42])[CH3:45])=[CH:4][N:5]=[N:6]4)[CH:9]=3)=[N:15][C:16]=2[CH:25]=1)[CH:29]([CH3:30])[CH3:31]. The catalyst class is: 139.